From a dataset of Forward reaction prediction with 1.9M reactions from USPTO patents (1976-2016). Predict the product of the given reaction. (1) Given the reactants [C:1]([O:5][C:6](=[O:18])[NH:7][C@H:8]([C:11]1[CH:16]=[CH:15][N:14]=[C:13]([Br:17])[CH:12]=1)[CH2:9][OH:10])([CH3:4])([CH3:3])[CH3:2].[CH3:19]I.[OH-].[Na+], predict the reaction product. The product is: [C:1]([O:5][C:6](=[O:18])[NH:7][C@H:8]([C:11]1[CH:16]=[CH:15][N:14]=[C:13]([Br:17])[CH:12]=1)[CH2:9][O:10][CH3:19])([CH3:4])([CH3:2])[CH3:3]. (2) Given the reactants [C:1]([O:4][C:5](=[O:7])[CH3:6])(=O)[CH3:2].O.[N+:9]1([O-])[CH:14]=[CH:13][CH:12]=[C:11]2[CH2:15]CC[C:10]=12, predict the reaction product. The product is: [C:5]([O:4][CH:1]1[C:10]2=[N:9][CH:14]=[CH:13][CH:12]=[C:11]2[CH2:15][CH2:2]1)(=[O:7])[CH3:6]. (3) Given the reactants Br[C:2]1[CH:30]=[CH:29][C:5]([C:6]([N:8]([C@@H:16]2[CH2:21][CH2:20][CH2:19][N:18]([C:22]([O:24][C:25]([CH3:28])([CH3:27])[CH3:26])=[O:23])[CH2:17]2)[C:9]2[C:14]([Cl:15])=[CH:13][CH:12]=[CH:11][N:10]=2)=[O:7])=[CH:4][CH:3]=1.[B:31]1([B:31]2[O:35][C:34]([CH3:37])([CH3:36])[C:33]([CH3:39])([CH3:38])[O:32]2)[O:35][C:34]([CH3:37])([CH3:36])[C:33]([CH3:39])([CH3:38])[O:32]1.CC([O-])=O.[K+], predict the reaction product. The product is: [Cl:15][C:14]1[C:9]([N:8]([C:6](=[O:7])[C:5]2[CH:29]=[CH:30][C:2]([B:31]3[O:35][C:34]([CH3:37])([CH3:36])[C:33]([CH3:39])([CH3:38])[O:32]3)=[CH:3][CH:4]=2)[C@@H:16]2[CH2:21][CH2:20][CH2:19][N:18]([C:22]([O:24][C:25]([CH3:28])([CH3:27])[CH3:26])=[O:23])[CH2:17]2)=[N:10][CH:11]=[CH:12][CH:13]=1. (4) Given the reactants Cl[C:2]1[C:11]2[C:6](=[CH:7][CH:8]=[CH:9][CH:10]=2)[N:5]=[CH:4][C:3]=1[N+:12]([O-:14])=[O:13].C(N(CC)CC)C.[NH2:22][CH2:23][CH2:24][CH2:25][CH2:26][OH:27], predict the reaction product. The product is: [N+:12]([C:3]1[CH:4]=[N:5][C:6]2[C:11]([C:2]=1[NH:22][CH2:23][CH2:24][CH2:25][CH2:26][OH:27])=[CH:10][CH:9]=[CH:8][CH:7]=2)([O-:14])=[O:13].